Task: Predict the reactants needed to synthesize the given product.. Dataset: Full USPTO retrosynthesis dataset with 1.9M reactions from patents (1976-2016) (1) Given the product [F:11][C:8]1[CH:7]=[C:3]2[C:2](=[CH:10][CH:9]=1)[NH:1][NH:13][C:4]2=[O:5], predict the reactants needed to synthesize it. The reactants are: [NH2:1][C:2]1[CH:10]=[CH:9][C:8]([F:11])=[CH:7][C:3]=1[C:4](O)=[O:5].Cl.[N:13]([O-])=O.[Na+].S(=O)=O. (2) Given the product [Cl:3][C:4]1[CH:5]=[C:6]([C:11]([CH3:12])([CH3:14])[C:19]#[N:17])[CH:7]=[CH:8][C:9]=1[F:10], predict the reactants needed to synthesize it. The reactants are: [H-].[Na+].[Cl:3][C:4]1[CH:5]=[C:6]([CH2:11][C:12]#N)[CH:7]=[CH:8][C:9]=1[F:10].[CH3:14]I.C[N:17]([CH:19]=O)C. (3) Given the product [C:1]([O:5][C:6](=[O:7])[NH:8][C@H:9]([C:10](=[O:12])[N:19]([O:20][CH3:21])[CH3:18])[CH2:13][CH2:14][CH2:15][CH3:16])([CH3:2])([CH3:3])[CH3:4], predict the reactants needed to synthesize it. The reactants are: [C:1]([O:5][C:6]([NH:8][C@@H:9]([CH2:13][CH2:14][CH2:15][CH3:16])[C:10]([OH:12])=O)=[O:7])([CH3:4])([CH3:3])[CH3:2].Cl.[CH3:18][NH:19][O:20][CH3:21].CN(C(ON1N=NC2C=CC=NC1=2)=[N+](C)C)C.F[P-](F)(F)(F)(F)F.C(N(CC)C(C)C)(C)C. (4) The reactants are: [C:1]([O:5][C@@H:6]([C:11]1[C:40]([CH3:41])=[C:39](Br)[C:38]2=[N:43][C:35]3=[C:36](Br)[N:37]2[C:12]=1[N:13]1[CH2:50][CH2:49][C:16]([CH3:51])([O:17][CH2:18][CH2:19][CH2:20][CH2:21][C@H:22]([CH3:48])[O:23][C:24]2[CH:25]=[C:26]([CH3:47])[C:27]([F:46])=[CH:28][C:29]=2[C:30]2[CH:45]=[C:34]3[CH:33]=[CH:32][CH:31]=2)[CH2:15][CH2:14]1)[C:7]([O:9]C)=[O:8])([CH3:4])([CH3:3])[CH3:2].[CH3:52]B(O)O.COC1C=CC=C(OC)C=1C1C=CC=CC=1P(C1CCCCC1)C1CCCCC1.C([O-])([O-])=O.[Cs+].[Cs+].O[Li].O. Given the product [C:1]([O:5][C@@H:6]([C:11]1[C:40]([CH3:41])=[C:39]([CH3:52])[C:38]2=[N:43][C:35]3=[CH:36][N:37]2[C:12]=1[N:13]1[CH2:50][CH2:49][C:16]([CH3:51])([O:17][CH2:18][CH2:19][CH2:20][CH2:21][C@H:22]([CH3:48])[O:23][C:24]2[CH:25]=[C:26]([CH3:47])[C:27]([F:46])=[CH:28][C:29]=2[C:30]2[CH:45]=[C:34]3[CH:33]=[CH:32][CH:31]=2)[CH2:15][CH2:14]1)[C:7]([OH:9])=[O:8])([CH3:2])([CH3:3])[CH3:4], predict the reactants needed to synthesize it.